From a dataset of Reaction yield outcomes from USPTO patents with 853,638 reactions. Predict the reaction yield, written as a fraction of the theoretical maximum amount of product (1.0 means a 100% yield; for example, 0.34 means a 34% yield). The reactants are O.[OH-].[Li+].[CH:4]1([C@H:10]([NH:15][C:16]([C:18]2[CH:23]=[CH:22][C:21]([F:24])=[CH:20][C:19]=2[NH:25][C:26]([NH:28][C:29]2[C:34]([CH3:35])=[CH:33][C:32]([CH2:36][CH3:37])=[CH:31][C:30]=2[CH3:38])=[O:27])=[O:17])[C:11]([O:13]C)=[O:12])[CH2:9][CH2:8][CH2:7][CH2:6][CH2:5]1.CO.Cl. The catalyst is C1COCC1.CCCCCC.C(OCC)(=O)C.O. The product is [CH:4]1([C@H:10]([NH:15][C:16]([C:18]2[CH:23]=[CH:22][C:21]([F:24])=[CH:20][C:19]=2[NH:25][C:26]([NH:28][C:29]2[C:34]([CH3:35])=[CH:33][C:32]([CH2:36][CH3:37])=[CH:31][C:30]=2[CH3:38])=[O:27])=[O:17])[C:11]([OH:13])=[O:12])[CH2:5][CH2:6][CH2:7][CH2:8][CH2:9]1. The yield is 0.620.